This data is from Full USPTO retrosynthesis dataset with 1.9M reactions from patents (1976-2016). The task is: Predict the reactants needed to synthesize the given product. Given the product [Cl:1][C:2]1[CH:10]=[C:9]2[C:5]([C:6]([CH2:17][C:18]3[N:23]=[C:22]([C:24]([O:26][CH2:27][CH3:28])=[O:25])[CH:21]=[CH:20][CH:19]=3)=[C:7]([C:11]3[CH:12]=[N:13][CH:14]=[CH:15][CH:16]=3)[NH:8]2)=[CH:4][CH:3]=1, predict the reactants needed to synthesize it. The reactants are: [Cl:1][C:2]1[CH:10]=[C:9]2[C:5]([C:6]([CH:17](O)[C:18]3[N:23]=[C:22]([C:24]([O:26][CH2:27][CH3:28])=[O:25])[CH:21]=[CH:20][CH:19]=3)=[C:7]([C:11]3[CH:12]=[N:13][CH:14]=[CH:15][CH:16]=3)[NH:8]2)=[CH:4][CH:3]=1.C([SiH](CC)CC)C.FC(F)(F)C(O)=O.